Predict the reaction yield, written as a fraction of the theoretical maximum amount of product (1.0 means a 100% yield; for example, 0.34 means a 34% yield). From a dataset of Reaction yield outcomes from USPTO patents with 853,638 reactions. (1) The reactants are [F:1][C:2]1[CH:30]=[CH:29][CH:28]=[CH:27][C:3]=1[O:4][C:5]1[CH:10]=[CH:9][C:8]([C:11]2[C:19]3[C:14](=[N:15][CH:16]=[N:17][C:18]=3[NH2:20])[N:13]([CH2:21][C@H:22]3[CH2:26][CH2:25][CH2:24][NH:23]3)[N:12]=2)=[CH:7][CH:6]=1.N1(C(N2C=CN=C2)=O)C=CN=C1.[C:43]([CH2:45][C:46](O)=[O:47])#[N:44]. The catalyst is ClCCl. The product is [NH2:20][C:18]1[N:17]=[CH:16][N:15]=[C:14]2[N:13]([CH2:21][C@H:22]3[CH2:26][CH2:25][CH2:24][N:23]3[C:46](=[O:47])[CH2:45][C:43]#[N:44])[N:12]=[C:11]([C:8]3[CH:7]=[CH:6][C:5]([O:4][C:3]4[CH:27]=[CH:28][CH:29]=[CH:30][C:2]=4[F:1])=[CH:10][CH:9]=3)[C:19]=12. The yield is 0.430. (2) The reactants are [NH2:1][C:2]1[CH:3]=[C:4]([CH:18]=[C:19]([NH2:21])[CH:20]=1)[C:5]([NH:7][C:8]1[N:13]=[CH:12][C:11]([C:14]([O:16][CH3:17])=[O:15])=[CH:10][CH:9]=1)=[O:6].[CH3:22][C:23]1[CH:31]=[CH:30][CH:29]=[CH:28][C:24]=1[C:25](O)=[O:26].CN(C(ON1N=N[C:42]2[CH:43]=[CH:44][CH:45]=N[C:41]1=2)=[N+](C)C)C.F[P-](F)(F)(F)(F)F.[CH:56](N(C(C)C)CC)(C)[CH3:57].CN([CH:68]=[O:69])C. The catalyst is C(OCC)(=O)C.CCCCCC.O. The product is [CH3:41][C:42]1[CH:57]=[CH:56][CH:45]=[CH:44][C:43]=1[C:68]([NH:1][C:2]1[CH:3]=[C:4]([CH:18]=[C:19]([NH:21][C:25](=[O:26])[C:24]2[CH:28]=[CH:29][CH:30]=[CH:31][C:23]=2[CH3:22])[CH:20]=1)[C:5]([NH:7][C:8]1[N:13]=[CH:12][C:11]([C:14]([O:16][CH3:17])=[O:15])=[CH:10][CH:9]=1)=[O:6])=[O:69]. The yield is 0.250. (3) The reactants are [NH2:1][C:2]1[CH:7]=[CH:6][C:5]([CH2:8][CH2:9][CH2:10][C:11]([OH:13])=[O:12])=[CH:4][CH:3]=1.[C:14]1(=O)[CH2:17][CH2:16][CH2:15]1.[Si]([C:23]#[N:24])(C)(C)C. The catalyst is C(OCC)(=O)C. The product is [C:23]([C:14]1([NH:1][C:2]2[CH:3]=[CH:4][C:5]([CH2:8][CH2:9][CH2:10][C:11]([OH:13])=[O:12])=[CH:6][CH:7]=2)[CH2:17][CH2:16][CH2:15]1)#[N:24]. The yield is 0.740. (4) The reactants are [CH3:1][CH:2]1[CH2:7][NH:6][CH2:5][CH2:4][N:3]1[CH2:8][C:9]1[CH:14]=[CH:13][C:12]([C:15]2[CH:20]=[CH:19][CH:18]=[CH:17][CH:16]=2)=[CH:11][CH:10]=1.[C:21](=O)([O:30]N1C(=O)CCC1=O)[O:22][N:23]1[C:27](=[O:28])[CH2:26][CH2:25][C:24]1=[O:29].C(#N)C.C(N(CC)CC)C. The catalyst is O. The product is [CH3:1][CH:2]1[N:3]([CH2:8][C:9]2[CH:14]=[CH:13][C:12]([C:15]3[CH:20]=[CH:19][CH:18]=[CH:17][CH:16]=3)=[CH:11][CH:10]=2)[CH2:4][CH2:5][N:6]([C:21]([O:22][N:23]2[C:27](=[O:28])[CH2:26][CH2:25][C:24]2=[O:29])=[O:30])[CH2:7]1. The yield is 0.250. (5) The reactants are P(Cl)(Cl)(Cl)=O.[Cl:6][C:7]1[CH:12]=[N:11][CH:10]=[C:9]([N:13]2[CH2:18][CH2:17][CH2:16][CH2:15][CH:14]2[CH3:19])[N:8]=1.O.CN([CH:24]=[O:25])C. No catalyst specified. The product is [Cl:6][C:7]1[C:12]([CH:24]=[O:25])=[N:11][CH:10]=[C:9]([N:13]2[CH2:18][CH2:17][CH2:16][CH2:15][CH:14]2[CH3:19])[N:8]=1. The yield is 0.570. (6) The reactants are CN(C1C=CC=CN=1)C.[C:10](OC(OC(C)(C)C)=O)(OC(C)(C)C)=[O:11].[CH3:25][O:26][C:27]([C:29]1([NH2:35])[CH2:34][CH2:33][CH2:32][CH2:31][CH2:30]1)=[O:28].C(N(CC)CC)C.[CH2:43]([OH:49])[C:44]1[O:48][CH:47]=[CH:46][CH:45]=1. The catalyst is C1(C)C=CC=CC=1. The product is [CH3:25][O:26][C:27]([C:29]1([NH:35][C:10]([O:49][CH2:43][C:44]2[O:48][CH:47]=[CH:46][CH:45]=2)=[O:11])[CH2:30][CH2:31][CH2:32][CH2:33][CH2:34]1)=[O:28]. The yield is 0.880.